The task is: Predict the product of the given reaction.. This data is from Forward reaction prediction with 1.9M reactions from USPTO patents (1976-2016). (1) Given the reactants [Cl:1][C:2]1[CH:23]=[C:22]([C:24]([F:27])([F:26])[F:25])[CH:21]=[CH:20][C:3]=1[CH2:4][N:5]1[C:9]([CH2:10][CH2:11][C:12]([O:14]CC)=[O:13])=[CH:8][C:7]([CH:17]([CH3:19])[CH3:18])=[N:6]1.[OH-].[Na+].O1CCCC1, predict the reaction product. The product is: [Cl:1][C:2]1[CH:23]=[C:22]([C:24]([F:27])([F:25])[F:26])[CH:21]=[CH:20][C:3]=1[CH2:4][N:5]1[C:9]([CH2:10][CH2:11][C:12]([OH:14])=[O:13])=[CH:8][C:7]([CH:17]([CH3:19])[CH3:18])=[N:6]1. (2) Given the reactants [CH:1]1([CH2:4][CH2:5][NH:6][C:7]([C:9]2[CH:10]=[CH:11][C:12]([C:15]3[CH2:16][CH2:17][N:18]([C:21](=[O:32])[C:22]4[CH:27]=[CH:26][CH:25]=[CH:24][C:23]=4[C:28]([F:31])([F:30])[F:29])[CH2:19][CH:20]=3)=[N:13][CH:14]=2)=[O:8])[CH2:3][CH2:2]1, predict the reaction product. The product is: [CH:1]1([CH2:4][CH2:5][NH:6][C:7]([C:9]2[CH:10]=[CH:11][C:12]([CH:15]3[CH2:20][CH2:19][N:18]([C:21](=[O:32])[C:22]4[CH:27]=[CH:26][CH:25]=[CH:24][C:23]=4[C:28]([F:31])([F:29])[F:30])[CH2:17][CH2:16]3)=[N:13][CH:14]=2)=[O:8])[CH2:3][CH2:2]1. (3) The product is: [CH3:22][C:23]([CH3:27])([CH3:26])[C:24]#[C:25][C:2]1[CH:10]=[CH:9][C:5]([C:6]([OH:8])=[O:7])=[CH:4][C:3]=1[C:11]([F:14])([F:13])[F:12]. Given the reactants Br[C:2]1[CH:10]=[CH:9][C:5]([C:6]([OH:8])=[O:7])=[CH:4][C:3]=1[C:11]([F:14])([F:13])[F:12].C(NC(C)C)(C)C.[CH3:22][C:23]([CH3:27])([CH3:26])[C:24]#[CH:25].[OH-].[Na+], predict the reaction product. (4) Given the reactants [CH2:1]([N:8]1[C:13]([CH3:15])([CH3:14])[CH2:12][O:11][CH2:10][C:9]1=O)[C:2]1[CH:7]=[CH:6][CH:5]=[CH:4][CH:3]=1.[H-].[Al+3].[Li+].[H-].[H-].[H-].O.[OH-].[Na+], predict the reaction product. The product is: [CH2:1]([N:8]1[CH2:9][CH2:10][O:11][CH2:12][C:13]1([CH3:15])[CH3:14])[C:2]1[CH:3]=[CH:4][CH:5]=[CH:6][CH:7]=1. (5) Given the reactants [NH2:1][CH:2]([CH2:5][C:6]1[C:14]2[C:9](=[CH:10][CH:11]=[CH:12][CH:13]=2)[NH:8][CH:7]=1)[CH2:3][OH:4].[S:15](Cl)([C:18]1[CH:24]=[CH:23][C:21]([CH3:22])=[CH:20][CH:19]=1)(=[O:17])=[O:16], predict the reaction product. The product is: [NH:8]1[C:9]2[C:14](=[CH:13][CH:12]=[CH:11][CH:10]=2)[C:6]([CH2:5][CH:2]([NH:1][S:15]([C:18]2[CH:24]=[CH:23][C:21]([CH3:22])=[CH:20][CH:19]=2)(=[O:17])=[O:16])[CH2:3][O:4][S:15]([C:18]2[CH:24]=[CH:23][C:21]([CH3:22])=[CH:20][CH:19]=2)(=[O:17])=[O:16])=[CH:7]1. (6) Given the reactants [OH-].[Na+].O1CCOCC1.[OH:9][C@H:10]1[CH2:14][NH:13][CH2:12][C@@H:11]1[CH2:15][OH:16].[C:17](Cl)([O:19][CH2:20][C:21]1[CH:26]=[CH:25][CH:24]=[CH:23][CH:22]=1)=[O:18], predict the reaction product. The product is: [CH2:20]([O:19][C:17]([N:13]1[CH2:14][C@H:10]([OH:9])[C@@H:11]([CH2:15][OH:16])[CH2:12]1)=[O:18])[C:21]1[CH:26]=[CH:25][CH:24]=[CH:23][CH:22]=1. (7) The product is: [CH2:6]([NH:7][C:2]1[NH:26][C:3]2[C:2]([N:1]=1)=[N:7][CH:6]=[C:5]([C:8]1[CH:9]=[CH:10][C:11]3[O:17][CH2:16][CH2:15][N:14]([C:18]4[C:39]5[C:34](=[CH:35][C:36]([O:40][CH3:41])=[CH:37][CH:38]=5)[N:33]=[C:32]([CH3:42])[N:31]=4)[CH2:13][C:12]=3[CH:25]=1)[CH:4]=2)[CH3:5]. Given the reactants [NH2:1][C:2]1[N:7]=[CH:6][C:5]([C:8]2[CH:9]=[CH:10][C:11]3[O:17][CH2:16][CH2:15][N:14]([C:18](OC(C)(C)C)=O)[CH2:13][C:12]=3[CH:25]=2)=[CH:4][C:3]=1[N+:26]([O-])=O.ClC1[C:39]2[C:34](=[CH:35][C:36]([O:40][CH3:41])=[CH:37][CH:38]=2)[N:33]=[C:32]([CH3:42])[N:31]=1, predict the reaction product. (8) Given the reactants [Cl:1][C:2]1[CH:7]=[CH:6][C:5]([CH:8]2[CH:12]([C:13]3[CH:18]=[CH:17][C:16]([Cl:19])=[CH:15][CH:14]=3)[NH:11][C:10]([C:20]3[CH:21]=[N:22][C:23]([O:29][CH2:30][CH3:31])=[CH:24][C:25]=3[O:26][CH2:27][CH3:28])=[N:9]2)=[CH:4][CH:3]=1.[C:32](Cl)([Cl:34])=[O:33], predict the reaction product. The product is: [Cl:1][C:2]1[CH:3]=[CH:4][C:5]([CH:8]2[CH:12]([C:13]3[CH:14]=[CH:15][C:16]([Cl:19])=[CH:17][CH:18]=3)[N:11]([C:32]([Cl:34])=[O:33])[C:10]([C:20]3[CH:21]=[N:22][C:23]([O:29][CH2:30][CH3:31])=[CH:24][C:25]=3[O:26][CH2:27][CH3:28])=[N:9]2)=[CH:6][CH:7]=1. (9) Given the reactants [OH:1][N:2]=[C:3]([C:5]1[CH:6]=[N:7][CH:8]=[C:9]([CH:13]=1)[C:10]([OH:12])=[O:11])[NH2:4].[F:14][CH:15]([F:21])[C:16](OCC)=O, predict the reaction product. The product is: [F:14][CH:15]([F:21])[C:16]1[O:1][N:2]=[C:3]([C:5]2[CH:6]=[N:7][CH:8]=[C:9]([CH:13]=2)[C:10]([OH:12])=[O:11])[N:4]=1.